This data is from Full USPTO retrosynthesis dataset with 1.9M reactions from patents (1976-2016). The task is: Predict the reactants needed to synthesize the given product. (1) Given the product [CH2:17]([O:19][C:10]1[C:11]([I:12])=[C:6]([C:2]2[O:1][CH:5]=[CH:4][CH:3]=2)[N:7]=[C:8]([NH2:16])[N:9]=1)[CH3:18], predict the reactants needed to synthesize it. The reactants are: [O:1]1[CH:5]=[CH:4][CH:3]=[C:2]1[C:6]1[C:11]([I:12])=[C:10](S(C)=O)[N:9]=[C:8]([NH2:16])[N:7]=1.[CH2:17]([OH:19])[CH3:18].C1CCN2C(=NCCC2)CC1. (2) Given the product [Br:20][C:14]1[CH:13]=[N:12][C:11]2[NH:10][C:1](=[O:6])[N:18]([CH3:19])[CH2:17][C:16]=2[CH:15]=1, predict the reactants needed to synthesize it. The reactants are: [C:1](=[O:6])(OC)OC.C[O-].[Na+].[NH2:10][C:11]1[C:16]([CH2:17][NH:18][CH3:19])=[CH:15][C:14]([Br:20])=[CH:13][N:12]=1. (3) Given the product [F:18][C:5]1[C:6]([NH:8][C:9]2[CH:10]=[C:11]3[C:15](=[CH:16][CH:17]=2)[NH:14][CH:13]=[CH:12]3)=[N:7][C:2]([NH:23][C:22]2[CH:24]=[CH:25][CH:26]=[C:20]([OH:19])[CH:21]=2)=[N:3][CH:4]=1, predict the reactants needed to synthesize it. The reactants are: Cl[C:2]1[N:7]=[C:6]([NH:8][C:9]2[CH:10]=[C:11]3[C:15](=[CH:16][CH:17]=2)[NH:14][CH:13]=[CH:12]3)[C:5]([F:18])=[CH:4][N:3]=1.[OH:19][C:20]1[CH:21]=[C:22]([CH:24]=[CH:25][CH:26]=1)[NH2:23]. (4) Given the product [C:23]([O:22][C:20]([N:18]([CH3:19])[CH:16]([CH3:17])[CH2:15][C:13]1[CH:12]=[CH:11][C:9]2[O:10][CH:6]([C:4]([OH:5])=[O:3])[O:7][C:8]=2[CH:14]=1)=[O:21])([CH3:25])([CH3:26])[CH3:24], predict the reactants needed to synthesize it. The reactants are: C([O:3][C:4]([CH:6]1[O:10][C:9]2[CH:11]=[CH:12][C:13]([CH2:15][CH:16]([N:18]([C:20]([O:22][C:23]([CH3:26])([CH3:25])[CH3:24])=[O:21])[CH3:19])[CH3:17])=[CH:14][C:8]=2[O:7]1)=[O:5])C.O.O.[OH-].[Li+]. (5) Given the product [F:16][C:17]1[CH:18]=[C:19]([C:23]2[N:24]=[C:25]([N:28]3[CH2:29][CH2:30][N:31]([C:8]([NH:7][C:3]4[CH:2]=[N:1][CH:6]=[CH:5][CH:4]=4)=[O:15])[CH2:32][CH2:33]3)[S:26][CH:27]=2)[CH:20]=[CH:21][CH:22]=1, predict the reactants needed to synthesize it. The reactants are: [N:1]1[CH:6]=[CH:5][CH:4]=[C:3]([NH:7][C:8](=[O:15])OCC(Cl)(Cl)Cl)[CH:2]=1.[F:16][C:17]1[CH:18]=[C:19]([C:23]2[N:24]=[C:25]([N:28]3[CH2:33][CH2:32][NH:31][CH2:30][CH2:29]3)[S:26][CH:27]=2)[CH:20]=[CH:21][CH:22]=1.C(N(C(C)C)CC)(C)C.O. (6) The reactants are: [CH3:1][O:2][C:3]1[CH:4]=[C:5]2[C:10](=[CH:11][C:12]=1[O:13][CH3:14])[N:9]=[CH:8][CH:7]=[C:6]2[O:15][C:16]1[CH:22]=[CH:21][C:19]([NH2:20])=[C:18]([CH3:23])[C:17]=1C.ClC(Cl)(O[C:29](=[O:35])[O:30][C:31](Cl)(Cl)Cl)Cl.[O:37]1[CH2:42][CH2:41][N:40]([CH2:43][CH2:44]CO)[CH2:39][CH2:38]1.[C:47](=O)(O)[O-].[Na+]. Given the product [CH3:1][O:2][C:3]1[CH:4]=[C:5]2[C:10](=[CH:11][C:12]=1[O:13][CH3:14])[N:9]=[CH:8][CH:7]=[C:6]2[O:15][C:16]1[C:22]([CH3:47])=[CH:21][C:19]([NH:20][C:29](=[O:35])[O:30][CH2:31][CH2:44][CH2:43][N:40]2[CH2:41][CH2:42][O:37][CH2:38][CH2:39]2)=[C:18]([CH3:23])[CH:17]=1, predict the reactants needed to synthesize it. (7) Given the product [NH2:1][C:4]1[CH:5]=[C:6]2[C:10](=[CH:11][CH:12]=1)[N:9]([CH2:13][CH2:14][C:15]1[CH:20]=[CH:19][CH:18]=[CH:17][CH:16]=1)[C:8]([C:21]([NH:23][C:24]1[CH:25]=[CH:26][CH:27]=[CH:28][CH:29]=1)=[O:22])=[CH:7]2, predict the reactants needed to synthesize it. The reactants are: [N+:1]([C:4]1[CH:5]=[C:6]2[C:10](=[CH:11][CH:12]=1)[N:9]([CH2:13][CH2:14][C:15]1[CH:20]=[CH:19][CH:18]=[CH:17][CH:16]=1)[C:8]([C:21]([NH:23][C:24]1[CH:29]=[CH:28][CH:27]=[CH:26][CH:25]=1)=[O:22])=[CH:7]2)([O-])=O.C([O-])=O.[NH4+].